This data is from Reaction yield outcomes from USPTO patents with 853,638 reactions. The task is: Predict the reaction yield, written as a fraction of the theoretical maximum amount of product (1.0 means a 100% yield; for example, 0.34 means a 34% yield). (1) The reactants are [CH2:1]([S:8][C:9]1[CH:10]=[CH:11][C:12]([NH:22][C:23]2[CH:28]=[CH:27][C:26]([Br:29])=[CH:25][C:24]=2[O:30][CH3:31])=[C:13](/[CH:15]=[CH:16]/[C:17]([O:19]CC)=O)[CH:14]=1)[C:2]1[CH:7]=[CH:6][CH:5]=[CH:4][CH:3]=1.C[O-].[Na+]. The catalyst is CO. The product is [CH2:1]([S:8][C:9]1[CH:14]=[C:13]2[C:12](=[CH:11][CH:10]=1)[N:22]([C:23]1[CH:28]=[CH:27][C:26]([Br:29])=[CH:25][C:24]=1[O:30][CH3:31])[C:17](=[O:19])[CH:16]=[CH:15]2)[C:2]1[CH:3]=[CH:4][CH:5]=[CH:6][CH:7]=1. The yield is 0.734. (2) The reactants are [Cl:1][C:2]1[CH:3]=[CH:4][C:5]2[C:11](=[O:12])[NH:10][C:9]3[CH:13]=[C:14]([CH2:17][C:18](OC)=[O:19])[CH:15]=[CH:16][C:8]=3[NH:7][C:6]=2[CH:22]=1.[H-].[H-].[H-].[H-].[Li+].[Al+3]. The catalyst is C1COCC1. The product is [Cl:1][C:2]1[CH:3]=[CH:4][C:5]2[C:11](=[O:12])[NH:10][C:9]3[CH:13]=[C:14]([CH2:17][CH2:18][OH:19])[CH:15]=[CH:16][C:8]=3[NH:7][C:6]=2[CH:22]=1. The yield is 0.900. (3) The reactants are [Br:1][C:2]1[N:7]=[C:6]([C:8]2(O)[CH2:13][CH2:12][CH:11]([N:14]([CH3:16])[CH3:15])[CH2:10][CH2:9]2)[CH:5]=[CH:4][CH:3]=1. The catalyst is C1(C)C=CC=CC=1. The product is [Br:1][C:2]1[N:7]=[C:6]([C:8]2[CH2:13][CH2:12][CH:11]([N:14]([CH3:16])[CH3:15])[CH2:10][CH:9]=2)[CH:5]=[CH:4][CH:3]=1. The yield is 0.810. (4) The reactants are [CH:1]([C:3]1[C:11]2[C:6](=[CH:7][C:8]([C@H:12]3[C@@:14]4([C:22]5[C:17](=[CH:18][CH:19]=[CH:20][CH:21]=5)[NH:16][C:15]4=[O:23])[CH2:13]3)=[CH:9][CH:10]=2)[NH:5][N:4]=1)=[CH2:2].Br[C:25]1[C:26]([CH3:32])=[N:27][C:28]([CH3:31])=[CH:29][CH:30]=1.CCN(C(C)C)C(C)C.CC1C=CC=CC=1P(C1C=CC=CC=1C)C1C=CC=CC=1C. The catalyst is CN(C=O)C.CC([O-])=O.CC([O-])=O.[Pd+2]. The product is [CH3:32][C:26]1[C:25](/[CH:2]=[CH:1]/[C:3]2[C:11]3[C:6](=[CH:7][C:8]([C@H:12]4[C@@:14]5([C:22]6[C:17](=[CH:18][CH:19]=[CH:20][CH:21]=6)[NH:16][C:15]5=[O:23])[CH2:13]4)=[CH:9][CH:10]=3)[NH:5][N:4]=2)=[CH:30][CH:29]=[C:28]([CH3:31])[N:27]=1. The yield is 0.220. (5) The reactants are [N+:1]([C:4]1[CH:9]=[CH:8][C:7]([CH2:10][CH2:11][C:12](=[O:17])[CH2:13][C:14](=[O:16])[CH3:15])=[CH:6][CH:5]=1)([O-])=O.[O:18]1[C:23](=[O:24])[CH2:22][CH2:21][CH2:20][C:19]1=[O:25]. The catalyst is O1CCCC1. The product is [O:17]=[C:12]([CH2:13][C:14](=[O:16])[CH3:15])[CH2:11][CH2:10][C:7]1[CH:8]=[CH:9][C:4]([NH:1][C:23]([CH2:22][CH2:21][CH2:20][C:19]([OH:25])=[O:18])=[O:24])=[CH:5][CH:6]=1. The yield is 0.970. (6) The reactants are [CH3:1][N:2](C)[C:3]1[CH:8]=[CH:7][CH:6]=[CH:5][CH:4]=1.FC(F)(F)S(O[C:16]1[CH:21]=[C:20]([CH3:22])[C:19]([CH3:23])=[CH:18][C:17]=1[Si](C)(C)C)(=O)=O.[F-].[K+].C1OCCOCCOCCOCCOCCOC1. The catalyst is C1COCC1. The product is [CH3:1][N:2]([C:3]1[CH:8]=[CH:7][CH:6]=[CH:5][CH:4]=1)[C:17]1[CH:16]=[CH:21][C:20]([CH3:22])=[C:19]([CH3:23])[CH:18]=1. The yield is 0.930.